From a dataset of Full USPTO retrosynthesis dataset with 1.9M reactions from patents (1976-2016). Predict the reactants needed to synthesize the given product. (1) Given the product [F:20][C:19]([F:22])([F:21])[C:16]1[CH:17]=[CH:18][C:13]([C:7]2[S:8][C:4]([C:1](=[O:3])[CH3:2])=[CH:5][CH:6]=2)=[CH:14][CH:15]=1, predict the reactants needed to synthesize it. The reactants are: [C:1]([C:4]1[S:8][C:7](B(O)O)=[CH:6][CH:5]=1)(=[O:3])[CH3:2].Br[C:13]1[CH:18]=[CH:17][C:16]([C:19]([F:22])([F:21])[F:20])=[CH:15][CH:14]=1. (2) Given the product [NH2:7][C:8]1[C@:9]([CH3:38])([C:34]([F:35])([F:37])[F:36])[O:10][CH2:11][C@:12]([C:15]2[CH:20]=[C:19]([NH:21][C:22]([C:24]3[C:29]([CH3:30])=[CH:28][C:27]([C:31]#[N:32])=[CH:26][N:25]=3)=[O:23])[CH:18]=[CH:17][C:16]=2[F:33])([CH3:14])[N:13]=1, predict the reactants needed to synthesize it. The reactants are: C(OC(=O)[NH:7][C:8]1[C@:9]([CH3:38])([C:34]([F:37])([F:36])[F:35])[O:10][CH2:11][C@:12]([C:15]2[CH:20]=[C:19]([NH:21][C:22]([C:24]3[C:29]([CH3:30])=[CH:28][C:27]([C:31]#[N:32])=[CH:26][N:25]=3)=[O:23])[CH:18]=[CH:17][C:16]=2[F:33])([CH3:14])[N:13]=1)(C)(C)C.C(O)(C(F)(F)F)=O.C([O-])(O)=O.[Na+].